From a dataset of Catalyst prediction with 721,799 reactions and 888 catalyst types from USPTO. Predict which catalyst facilitates the given reaction. (1) The catalyst class is: 64. Reactant: [NH:1]([C:9]([O:11][C:12]([CH3:15])([CH3:14])[CH3:13])=[O:10])[C@H:2]([C:6]([OH:8])=O)[CH:3]([CH3:5])[CH3:4].CC[N:18]([CH:22]([CH3:24])C)[CH:19]([CH3:21])C.[CH:25]1[CH:30]=C2N=NN(O)C2=[CH:27][CH:26]=1.O.CC[N:38]=C=NCCCN(C)C.Cl.[C:48]([O-:51])(O)=[O:49].[Na+]. Product: [CH2:30]([O:51][C:48]([N:18]1[CH2:19][CH2:21][N:38]([C:6](=[O:8])[C@@H:2]([NH:1][C:9]([O:11][C:12]([CH3:15])([CH3:14])[CH3:13])=[O:10])[CH:3]([CH3:4])[CH3:5])[CH2:24][CH2:22]1)=[O:49])[CH2:25][CH2:26][CH3:27]. (2) Product: [CH3:22][O:21][C:20]1[CH:19]=[CH:18][N:17]=[CH:16][C:15]=1[NH:12][C:13]([NH:1][C:2]1[C:10]2[N:9]=[CH:8][N:7]([CH3:11])[C:6]=2[CH:5]=[CH:4][CH:3]=1)=[S:14]. The catalyst class is: 3. Reactant: [NH2:1][C:2]1[C:10]2[N:9]=[CH:8][N:7]([CH3:11])[C:6]=2[CH:5]=[CH:4][CH:3]=1.[N:12]([C:15]1[CH:16]=[N:17][CH:18]=[CH:19][C:20]=1[O:21][CH3:22])=[C:13]=[S:14]. (3) Reactant: [Br:1][C:2]1[C:3](Cl)=[C:4]([Cl:9])[C:5]([NH2:8])=[N:6][CH:7]=1.[C:11]([CH:13]1[CH2:18][CH2:17][NH:16][CH2:15][CH2:14]1)#[N:12]. The catalyst class is: 37. Product: [NH2:8][C:5]1[C:4]([Cl:9])=[C:3]([N:16]2[CH2:17][CH2:18][CH:13]([C:11]#[N:12])[CH2:14][CH2:15]2)[C:2]([Br:1])=[CH:7][N:6]=1. (4) Reactant: [CH2:1]([C:3]1[CH:8]=[CH:7][CH:6]=[CH:5][C:4]=1[C:9]1[CH:14]=[C:13]([F:15])[CH:12]=[CH:11][C:10]=1[O:16][CH2:17][C:18]([OH:20])=O)[CH3:2].[CH:21]([NH:24][NH:25][C:26](=[O:38])[C:27]1[CH:32]=[CH:31][C:30]([O:33][CH2:34][CH2:35][O:36][CH3:37])=[CH:29][CH:28]=1)([CH3:23])[CH3:22].C(N(CC)CC)C.C1C=CC2N(O)N=NC=2C=1.CCN=C=NCCCN(C)C. The catalyst class is: 3. Product: [F:15][C:13]1[CH:12]=[CH:11][C:10]([O:16][CH2:17][C:18]([N:24]([CH:21]([CH3:23])[CH3:22])[NH:25][C:26](=[O:38])[C:27]2[CH:28]=[CH:29][C:30]([O:33][CH2:34][CH2:35][O:36][CH3:37])=[CH:31][CH:32]=2)=[O:20])=[C:9]([C:4]2[CH:5]=[CH:6][CH:7]=[CH:8][C:3]=2[CH2:1][CH3:2])[CH:14]=1. (5) Reactant: [CH2:1]1[N:6]2[C:7]3[CH:15]=[CH:14][CH:13]=[CH:12][C:8]=3[NH:9][CH2:10][CH2:11][CH:5]2[CH2:4][N:3](C(OC(C)(C)C)=O)[CH2:2]1.Cl. Product: [CH2:1]1[N:6]2[C:7]3[CH:15]=[CH:14][CH:13]=[CH:12][C:8]=3[NH:9][CH2:10][CH2:11][CH:5]2[CH2:4][NH:3][CH2:2]1. The catalyst class is: 4. (6) Reactant: C(OC([NH:11][C:12]1([C:17]([OH:19])=O)[CH2:16][CH2:15][CH2:14][CH2:13]1)=O)C1C=CC=CC=1.CN(C(ON1N=NC2C=CC=NC1=2)=[N+](C)C)C.F[P-](F)(F)(F)(F)F.C([N:46]([CH2:49][CH3:50])CC)C.[C:51]([O:61][CH2:62][CH3:63])(=[O:60])[CH:52]=[CH:53][C:54]1[CH:59]=CC=[CH:56][CH:55]=1.OS(C(F)(F)F)(=O)=O.C([O-])(O)=O.[Na+]. Product: [NH2:11][C:12]1([C:17]([NH:46][C:49]2[CH:50]=[CH:59][C:54](/[CH:53]=[CH:52]/[C:51]([O:61][CH2:62][CH3:63])=[O:60])=[CH:55][CH:56]=2)=[O:19])[CH2:13][CH2:14][CH2:15][CH2:16]1. The catalyst class is: 3.